Dataset: Forward reaction prediction with 1.9M reactions from USPTO patents (1976-2016). Task: Predict the product of the given reaction. (1) Given the reactants [O-]P([O-])([O-])=O.[K+].[K+].[K+].Br[CH:10]=[C:11]([C:13]1[CH:18]=[CH:17][N:16]=[CH:15][CH:14]=1)[CH3:12].N1CCC[C@H]1C(O)=O.[CH2:27]([N:30]1[CH2:43][CH2:42][C:33]2[NH:34][C:35]3[CH:36]=[CH:37][C:38]([Cl:41])=[CH:39][C:40]=3[C:32]=2[CH2:31]1)[CH:28]=[CH2:29], predict the reaction product. The product is: [CH2:27]([N:30]1[CH2:43][CH2:42][C:33]2[N:34]([CH:10]=[C:11]([C:13]3[CH:18]=[CH:17][N:16]=[CH:15][CH:14]=3)[CH3:12])[C:35]3[CH:36]=[CH:37][C:38]([Cl:41])=[CH:39][C:40]=3[C:32]=2[CH2:31]1)[CH:28]=[CH2:29]. (2) Given the reactants Br[C:2]1[CH:3]=[C:4]([CH:14]=[CH:15][CH:16]=1)[O:5][CH2:6][CH:7]1[CH2:13][CH2:12][CH2:11][CH2:10][CH2:9][CH2:8]1.[CH2:17]([NH:20][C:21](=[O:26])[C:22]([F:25])([F:24])[F:23])[CH:18]=[CH2:19], predict the reaction product. The product is: [CH:7]1([CH2:6][O:5][C:4]2[CH:3]=[C:2](/[CH:19]=[CH:18]/[CH2:17][NH:20][C:21](=[O:26])[C:22]([F:25])([F:24])[F:23])[CH:16]=[CH:15][CH:14]=2)[CH2:13][CH2:12][CH2:11][CH2:10][CH2:9][CH2:8]1. (3) Given the reactants [CH2:1]([O:8][C:9]1[CH:14]=[CH:13][CH:12]=[CH:11][C:10]=1I)[C:2]1[CH:7]=[CH:6][CH:5]=[CH:4][CH:3]=1.[CH2:16]([CH:20]1[CH2:25][CH2:24][N:23]([CH2:26][CH2:27][CH2:28][C:29]#N)[CH2:22][CH2:21]1)[CH2:17][CH2:18][CH3:19].CC[O:33]C(C)=O, predict the reaction product. The product is: [CH2:16]([CH:20]1[CH2:25][CH2:24][N:23]([CH2:26][CH2:27][CH2:28][C:29]([C:10]2[CH:11]=[CH:12][CH:13]=[CH:14][C:9]=2[O:8][CH2:1][C:2]2[CH:7]=[CH:6][CH:5]=[CH:4][CH:3]=2)=[O:33])[CH2:22][CH2:21]1)[CH2:17][CH2:18][CH3:19].